From a dataset of Catalyst prediction with 721,799 reactions and 888 catalyst types from USPTO. Predict which catalyst facilitates the given reaction. (1) Reactant: [CH3:1][S:2](Cl)(=[O:4])=[O:3].[OH:6][CH2:7][CH2:8][CH2:9][CH2:10][C:11]1[CH:18]=[CH:17][C:14]([C:15]#[N:16])=[CH:13][CH:12]=1.C(N(CC)CC)C.O. Product: [CH3:1][S:2]([O:6][CH2:7][CH2:8][CH2:9][CH2:10][C:11]1[CH:12]=[CH:13][C:14]([C:15]#[N:16])=[CH:17][CH:18]=1)(=[O:4])=[O:3]. The catalyst class is: 4. (2) Reactant: [Br:1][C:2]1[C:20]([CH3:21])=[C:19]([N+:22]([O-])=O)[CH:18]=[C:17]([Br:25])[C:3]=1[O:4][C:5]1[CH:6]=[C:7]([CH:14]([CH3:16])[CH3:15])[C:8]([OH:13])=[C:9]([CH:12]=1)[CH:10]=[O:11].[O-]S(S([O-])=O)=O.[Na+].[Na+].C([O-])(O)=O.[Na+]. Product: [NH2:22][C:19]1[CH:18]=[C:17]([Br:25])[C:3]([O:4][C:5]2[CH:6]=[C:7]([CH:14]([CH3:16])[CH3:15])[C:8]([OH:13])=[C:9]([CH:12]=2)[CH:10]=[O:11])=[C:2]([Br:1])[C:20]=1[CH3:21]. The catalyst class is: 8. (3) Reactant: [CH2:1]([NH:8][C:9]([C:11]1[CH:12]=[C:13]2[C:18](=[N:19][CH:20]=1)[N:17]([O:21]CC1C=CC=CC=1)[C:16](=[O:29])[C:15]([C:30]([O:32][CH2:33][CH3:34])=[O:31])=[C:14]2[OH:35])=[O:10])[C:2]1[CH:7]=[CH:6][CH:5]=[CH:4][CH:3]=1. The catalyst class is: 14. Product: [CH2:1]([NH:8][C:9]([C:11]1[CH:12]=[C:13]2[C:18](=[N:19][CH:20]=1)[N:17]([OH:21])[C:16](=[O:29])[C:15]([C:30]([O:32][CH2:33][CH3:34])=[O:31])=[C:14]2[OH:35])=[O:10])[C:2]1[CH:3]=[CH:4][CH:5]=[CH:6][CH:7]=1. (4) Reactant: [NH2:1][C:2]1[N:7]=[CH:6][C:5]([CH2:8][CH2:9][CH2:10][OH:11])=[CH:4][CH:3]=1.CN(C=O)C.C([N:25]=[C:26]=[S:27])(=O)C1C=CC=CC=1. Product: [OH:11][CH2:10][CH2:9][CH2:8][C:5]1[CH:4]=[CH:3][C:2]([NH:1][C:26]([NH2:25])=[S:27])=[N:7][CH:6]=1. The catalyst class is: 34. (5) Reactant: [O:1]=[C:2]1[C:8]2=[N:9][C:10]3[CH:15]=[CH:14][C:13]([C:16]([NH:18][C:19]4[CH:24]=[CH:23][CH:22]=[C:21]([C:25]5[N:26]=[CH:27][N:28](C(C6C=CC=CC=6)(C6C=CC=CC=6)C6C=CC=CC=6)[CH:29]=5)[CH:20]=4)=[O:17])=[CH:12][C:11]=3[N:7]2[CH2:6][CH2:5][CH2:4][NH:3]1.C(O)(C(F)(F)F)=O. Product: [NH:28]1[CH:29]=[C:25]([C:21]2[CH:20]=[C:19]([NH:18][C:16]([C:13]3[CH:14]=[CH:15][C:10]4[N:9]=[C:8]5[C:2](=[O:1])[NH:3][CH2:4][CH2:5][CH2:6][N:7]5[C:11]=4[CH:12]=3)=[O:17])[CH:24]=[CH:23][CH:22]=2)[N:26]=[CH:27]1. The catalyst class is: 2. (6) Reactant: [F:1][C:2]1[CH:7]=[CH:6][C:5]([N:8]2[CH2:13][CH2:12][N:11]([S:14]([C:17]3[S:21][C:20]([N:22]4[CH2:26][CH2:25][CH2:24][CH:23]4[C:27]([O:29]C(C)(C)C)=[O:28])=[CH:19][CH:18]=3)(=[O:16])=[O:15])[C@H:10]([CH3:34])[CH2:9]2)=[C:4]([C:35]([F:38])([F:37])[F:36])[CH:3]=1.CC#N.O. Product: [F:1][C:2]1[CH:7]=[CH:6][C:5]([N:8]2[CH2:13][CH2:12][N:11]([S:14]([C:17]3[S:21][C:20]([N:22]4[CH2:26][CH2:25][CH2:24][CH:23]4[C:27]([OH:29])=[O:28])=[CH:19][CH:18]=3)(=[O:15])=[O:16])[C@H:10]([CH3:34])[CH2:9]2)=[C:4]([C:35]([F:38])([F:36])[F:37])[CH:3]=1. The catalyst class is: 2. (7) Product: [Br:14][C:5]1[CH:4]=[C:3]([N:9]2[CH:13]=[CH:12][CH:11]=[N:10]2)[C:2]([F:1])=[CH:7][C:6]=1[NH2:8]. Reactant: [F:1][C:2]1[C:3]([N:9]2[CH:13]=[CH:12][CH:11]=[N:10]2)=[CH:4][CH:5]=[C:6]([NH2:8])[CH:7]=1.[Br-:14].[Br-].[Br-].[NH+]1C=CC=CC=1.[NH+]1C=CC=CC=1.[NH+]1C=CC=CC=1. The catalyst class is: 305.